The task is: Regression. Given a peptide amino acid sequence and an MHC pseudo amino acid sequence, predict their binding affinity value. This is MHC class I binding data.. This data is from Peptide-MHC class I binding affinity with 185,985 pairs from IEDB/IMGT. (1) The peptide sequence is KRFQPFQQF. The MHC is HLA-A02:01 with pseudo-sequence HLA-A02:01. The binding affinity (normalized) is 0.0847. (2) The peptide sequence is RIAQGVLQR. The MHC is HLA-A01:01 with pseudo-sequence HLA-A01:01. The binding affinity (normalized) is 0.0847. (3) The peptide sequence is NNKSRLVAF. The MHC is HLA-A03:01 with pseudo-sequence HLA-A03:01. The binding affinity (normalized) is 0.0847. (4) The peptide sequence is TGIAIIAYI. The MHC is HLA-B44:02 with pseudo-sequence HLA-B44:02. The binding affinity (normalized) is 0.213.